This data is from Peptide-MHC class II binding affinity with 134,281 pairs from IEDB. The task is: Regression. Given a peptide amino acid sequence and an MHC pseudo amino acid sequence, predict their binding affinity value. This is MHC class II binding data. (1) The peptide sequence is AFILDGDNLFPYV. The MHC is HLA-DQA10501-DQB10201 with pseudo-sequence HLA-DQA10501-DQB10201. The binding affinity (normalized) is 0.673. (2) The peptide sequence is AAFKVAATAANAAPA. The MHC is HLA-DPA10201-DPB11401 with pseudo-sequence HLA-DPA10201-DPB11401. The binding affinity (normalized) is 0.782. (3) The peptide sequence is HFDLSGIAFGSMAKK. The MHC is HLA-DQA10501-DQB10301 with pseudo-sequence HLA-DQA10501-DQB10301. The binding affinity (normalized) is 0.580. (4) The peptide sequence is AEKVAATAANAAPAN. The MHC is HLA-DPA10103-DPB10301 with pseudo-sequence HLA-DPA10103-DPB10301. The binding affinity (normalized) is 0.601. (5) The peptide sequence is KMIGGIGGFIKVRQYDQISI. The MHC is HLA-DQA10301-DQB10302 with pseudo-sequence HLA-DQA10301-DQB10302. The binding affinity (normalized) is 0.258. (6) The peptide sequence is LQGPFNFRFLTEKGM. The MHC is DRB1_0701 with pseudo-sequence DRB1_0701. The binding affinity (normalized) is 0.194. (7) The peptide sequence is AETCPIFYDVFFAVA. The MHC is DRB1_1201 with pseudo-sequence DRB1_1201. The binding affinity (normalized) is 0.390.